From a dataset of TCR-epitope binding with 47,182 pairs between 192 epitopes and 23,139 TCRs. Binary Classification. Given a T-cell receptor sequence (or CDR3 region) and an epitope sequence, predict whether binding occurs between them. (1) The epitope is NLDSKVGGNY. The TCR CDR3 sequence is CASSVASGGRYGYTF. Result: 0 (the TCR does not bind to the epitope). (2) The epitope is GVAMPNLYK. The TCR CDR3 sequence is CASSLGAGELFF. Result: 0 (the TCR does not bind to the epitope). (3) The epitope is RQLLFVVEV. The TCR CDR3 sequence is CASSLRQGINTGELFF. Result: 0 (the TCR does not bind to the epitope). (4) The epitope is FLKEKGGL. The TCR CDR3 sequence is CSVWTGEKHEAFF. Result: 1 (the TCR binds to the epitope). (5) The TCR CDR3 sequence is CATSRGTSETHTGELFF. Result: 0 (the TCR does not bind to the epitope). The epitope is MPASWVMRI. (6) Result: 0 (the TCR does not bind to the epitope). The TCR CDR3 sequence is CASSLGLSGRWAFF. The epitope is TPINLVRDL. (7) The epitope is SSNVANYQK. The TCR CDR3 sequence is CASGLGENEQFF. Result: 0 (the TCR does not bind to the epitope).